The task is: Predict which catalyst facilitates the given reaction.. This data is from Catalyst prediction with 721,799 reactions and 888 catalyst types from USPTO. (1) Reactant: Cl.[Br:2][C:3]1[CH:4]=[CH:5][C:6]([O:36]COC)=[C:7]([C@:9]([NH:29][S@](C(C)(C)C)=O)([C:15]2[CH:20]=[C:19]([N:21]3[CH2:26][CH2:25][O:24][CH2:23][CH2:22]3)[N:18]=[C:17]([F:27])[C:16]=2[Cl:28])[CH2:10][O:11][CH2:12][C:13]#[N:14])[CH:8]=1. Product: [NH2:14][C:13]1[CH2:12][O:11][CH2:10][C@:9]([C:7]2[CH:8]=[C:3]([Br:2])[CH:4]=[CH:5][C:6]=2[OH:36])([C:15]2[CH:20]=[C:19]([N:21]3[CH2:26][CH2:25][O:24][CH2:23][CH2:22]3)[N:18]=[C:17]([F:27])[C:16]=2[Cl:28])[N:29]=1. The catalyst class is: 1. (2) Product: [CH3:6][C:5]([O:7][C:8]1[CH:9]=[CH:10][C:11]([CH2:14][CH2:15][C:16]2[N:20]([CH2:21][CH2:22][CH3:23])[C:19](=[O:24])[N:18]([C:25]3[CH:26]=[CH:27][C:28]([C:31]([F:33])([F:34])[F:32])=[CH:29][CH:30]=3)[N:17]=2)=[CH:12][CH:13]=1)([CH3:35])[C:4]([OH:36])=[O:3]. The catalyst class is: 8. Reactant: C([O:3][C:4](=[O:36])[C:5]([CH3:35])([O:7][C:8]1[CH:13]=[CH:12][C:11]([CH2:14][CH2:15][C:16]2[N:20]([CH2:21][CH2:22][CH3:23])[C:19](=[O:24])[N:18]([C:25]3[CH:30]=[CH:29][C:28]([C:31]([F:34])([F:33])[F:32])=[CH:27][CH:26]=3)[N:17]=2)=[CH:10][CH:9]=1)[CH3:6])C.[OH-].[Na+]. (3) Reactant: [C:1]([C:4]([C:18](=O)[CH3:19])=[CH:5][C:6]1[C:15]2[C:10](=[CH:11][CH:12]=[CH:13][CH:14]=2)[C:9]([C:16]#[N:17])=[CH:8][CH:7]=1)(=[O:3])[CH3:2].[NH2:21][C:22]1[CH:27]=[CH:26][NH:25][C:24](=[O:28])[CH:23]=1. Product: [C:1]([C:4]1[CH:5]([C:6]2[C:15]3[C:10](=[CH:11][CH:12]=[CH:13][CH:14]=3)[C:9]([C:16]#[N:17])=[CH:8][CH:7]=2)[C:23]2[C:24](=[O:28])[NH:25][CH:26]=[CH:27][C:22]=2[NH:21][C:18]=1[CH3:19])(=[O:3])[CH3:2]. The catalyst class is: 32. (4) Reactant: Cl.[NH:2]1[CH2:5][CH:4]([C:6]2[CH:27]=[CH:26][C:9]3[C:10]4[N:14]([CH2:15][CH2:16][O:17][C:8]=3[CH:7]=2)[CH:13]=[C:12]([C:18]2[N:19]([CH:23]([CH3:25])[CH3:24])[N:20]=[CH:21][N:22]=2)[N:11]=4)[CH2:3]1.Cl[CH2:29][C:30]([N:32]([CH3:34])[CH3:33])=[O:31].CO. Product: [CH:23]([N:19]1[C:18]([C:12]2[N:11]=[C:10]3[C:9]4[CH:26]=[CH:27][C:6]([CH:4]5[CH2:3][N:2]([CH2:29][C:30]([N:32]([CH3:34])[CH3:33])=[O:31])[CH2:5]5)=[CH:7][C:8]=4[O:17][CH2:16][CH2:15][N:14]3[CH:13]=2)=[N:22][CH:21]=[N:20]1)([CH3:24])[CH3:25]. The catalyst class is: 2. (5) Reactant: [C:1]([O:5][C:6]([N:8]1[CH2:12][CH2:11][CH2:10][C@H:9]1[CH2:13]OS(C)(=O)=O)=[O:7])([CH3:4])([CH3:3])[CH3:2].C([BH-](CC)CC)C.[Li+].C(OCC)(=O)C.O. Product: [C:1]([O:5][C:6]([N:8]1[CH2:12][CH2:11][CH2:10][C@H:9]1[CH3:13])=[O:7])([CH3:4])([CH3:2])[CH3:3]. The catalyst class is: 7. (6) Reactant: [CH2:1]([O:3][C:4](=[O:20])[CH:5]([N:7]1[C:12]2[CH:13]=[C:14]([Br:18])[C:15]([F:17])=[CH:16][C:11]=2[O:10][CH2:9][C:8]1=O)[CH3:6])[CH3:2].COC1C=CC(P2(SP(C3C=CC(OC)=CC=3)(=S)S2)=[S:30])=CC=1. Product: [CH2:1]([O:3][C:4](=[O:20])[CH:5]([N:7]1[C:12]2[CH:13]=[C:14]([Br:18])[C:15]([F:17])=[CH:16][C:11]=2[O:10][CH2:9][C:8]1=[S:30])[CH3:6])[CH3:2]. The catalyst class is: 11. (7) Reactant: [NH2:1][C:2]1[C:6]2[C:7]([O:11][CH2:12][C:13]3[CH:18]=[CH:17][CH:16]=[CH:15][CH:14]=3)=[N:8][CH:9]=[CH:10][C:5]=2[N:4]([CH:19]([CH3:23])[CH2:20][C:21]#[N:22])[N:3]=1.[CH3:24][N:25]([CH3:36])[S:26]([C:29]1[CH:34]=[CH:33][C:32](Br)=[CH:31][CH:30]=1)(=[O:28])=[O:27].C(P(C(C)(C)C)C1C(C)=C(C)C(C)=C(C)C=1C1C(C(C)C)=CC(C(C)C)=CC=1C(C)C)(C)(C)C.[O-]P([O-])([O-])=O.[K+].[K+].[K+].C(O)(CC)(C)C. Product: [CH2:12]([O:11][C:7]1[C:6]2[C:2]([NH:1][C:32]3[CH:31]=[CH:30][C:29]([S:26]([N:25]([CH3:36])[CH3:24])(=[O:27])=[O:28])=[CH:34][CH:33]=3)=[N:3][N:4]([CH:19]([CH3:23])[CH2:20][C:21]#[N:22])[C:5]=2[CH:10]=[CH:9][N:8]=1)[C:13]1[CH:18]=[CH:17][CH:16]=[CH:15][CH:14]=1. The catalyst class is: 110. (8) Reactant: C([O:3][C:4]([C@@H:6]1[CH:10]2[CH2:11][CH2:12][CH2:13][CH:9]2[CH2:8][N:7]1[C:14]([O:16][C:17]([CH3:20])([CH3:19])[CH3:18])=[O:15])=[O:5])C.[Li+].[OH-]. Product: [C:17]([O:16][C:14]([N:7]1[CH2:8][CH:9]2[CH2:13][CH2:12][CH2:11][CH:10]2[C@H:6]1[C:4]([OH:5])=[O:3])=[O:15])([CH3:20])([CH3:18])[CH3:19]. The catalyst class is: 20.